From a dataset of Reaction yield outcomes from USPTO patents with 853,638 reactions. Predict the reaction yield, written as a fraction of the theoretical maximum amount of product (1.0 means a 100% yield; for example, 0.34 means a 34% yield). (1) The reactants are [C:1]([C:3]1[CH:4]=[C:5]([CH:7]=[CH:8][C:9]=1[O:10][C:11]1[CH:12]=[C:13]([Cl:17])[CH:14]=[N:15][CH:16]=1)[NH2:6])#[N:2].[Br:18]Br. The catalyst is C(O)(=O)C. The product is [NH2:6][C:5]1[CH:7]=[CH:8][C:9]([O:10][C:11]2[CH:12]=[C:13]([Cl:17])[CH:14]=[N:15][CH:16]=2)=[C:3]([C:1]#[N:2])[C:4]=1[Br:18]. The yield is 0.370. (2) The reactants are [OH-].[K+].C(N(CC)CC)C.[SH:10][C:11]1[N:18]=[C:17]([C:19]2[S:20][CH:21]=[CH:22][CH:23]=2)[CH:16]=[C:15]([C:24]([F:27])([F:26])[F:25])[C:12]=1[C:13]#[N:14].Br[CH:29]([C:33]1[CH:38]=[CH:37][CH:36]=[CH:35][CH:34]=1)[C:30]([OH:32])=[O:31]. The catalyst is C(O)C. The product is [C:13]([C:12]1[C:11]([S:10][CH:29]([C:33]2[CH:38]=[CH:37][CH:36]=[CH:35][CH:34]=2)[C:30]([OH:32])=[O:31])=[N:18][C:17]([C:19]2[S:20][CH:21]=[CH:22][CH:23]=2)=[CH:16][C:15]=1[C:24]([F:25])([F:27])[F:26])#[N:14]. The yield is 0.880.